This data is from Full USPTO retrosynthesis dataset with 1.9M reactions from patents (1976-2016). The task is: Predict the reactants needed to synthesize the given product. (1) Given the product [C:1]([O:5][C:6](=[O:19])[NH:7][CH2:8][CH:9]1[CH2:11][CH:10]1[C:12]1[CH:17]=[CH:16][CH:15]=[CH:14][C:13]=1[C:21]1[O:20][C:24]2[CH:25]=[CH:26][CH:27]=[CH:28][C:23]=2[CH:22]=1)([CH3:4])([CH3:3])[CH3:2], predict the reactants needed to synthesize it. The reactants are: [C:1]([O:5][C:6](=[O:19])[NH:7][CH2:8][C@@H:9]1[CH2:11][C@H:10]1[C:12]1[CH:17]=[CH:16][CH:15]=[C:14](Br)[CH:13]=1)([CH3:4])([CH3:3])[CH3:2].[O:20]1[C:24]2[CH:25]=[CH:26][CH:27]=[CH:28][C:23]=2[CH:22]=[C:21]1B(O)O.C([O-])([O-])=O.[K+].[K+]. (2) Given the product [CH3:1][N:2]([C@H:9]1[CH2:14][CH2:13][CH2:12][C@@H:11]([O:15][C:16]2[C:17]([CH3:31])=[C:18]3[C:22](=[CH:23][CH:24]=2)[NH:21][N:20]=[CH:19]3)[CH2:10]1)[C:3]1[CH:8]=[CH:7][CH:6]=[CH:5][CH:4]=1, predict the reactants needed to synthesize it. The reactants are: [CH3:1][N:2]([C@H:9]1[CH2:14][CH2:13][CH2:12][C@@H:11]([O:15][C:16]2[C:17]([CH3:31])=[C:18]3[C:22](=[CH:23][CH:24]=2)[N:21](C2CCCCO2)[N:20]=[CH:19]3)[CH2:10]1)[C:3]1[CH:8]=[CH:7][CH:6]=[CH:5][CH:4]=1.Cl.O1CCOCC1. (3) Given the product [Br:1][C:2]1[CH:21]=[CH:20][C:5]2[N:6]([C:28]([O:30][C:31]([CH3:34])([CH3:32])[CH3:33])=[O:29])[C:7]([C:9]3[CH:14]=[CH:13][C:12]([C:15]4[CH:19]=[CH:18][N:17]([C:22]([O:24][C:9]([CH3:14])([CH3:10])[CH3:7])=[O:25])[N:16]=4)=[CH:11][CH:10]=3)=[N:8][C:4]=2[CH:3]=1, predict the reactants needed to synthesize it. The reactants are: [Br:1][C:2]1[CH:21]=[CH:20][C:5]2[NH:6][C:7]([C:9]3[CH:14]=[CH:13][C:12]([C:15]4[CH:19]=[CH:18][NH:17][N:16]=4)=[CH:11][CH:10]=3)=[N:8][C:4]=2[CH:3]=1.[C:22](=[O:25])([O-:24])[O-].[K+].[K+].[C:28](O[C:28]([O:30][C:31]([CH3:34])([CH3:33])[CH3:32])=[O:29])([O:30][C:31]([CH3:34])([CH3:33])[CH3:32])=[O:29]. (4) Given the product [Cl:1][C:2]1[C:3]([O:11][CH2:21][O:22][CH3:23])=[C:4]([CH:7]=[C:8]([Cl:10])[CH:9]=1)[CH:5]=[O:6], predict the reactants needed to synthesize it. The reactants are: [Cl:1][C:2]1[C:3]([OH:11])=[C:4]([CH:7]=[C:8]([Cl:10])[CH:9]=1)[CH:5]=[O:6].C(N(CC)C(C)C)(C)C.[CH3:21][O:22][CH2:23]Cl. (5) Given the product [ClH:47].[NH2:38][C@H:29]([CH2:30][C:31]1[CH:36]=[CH:35][CH:34]=[C:33]([CH3:37])[CH:32]=1)[C:28]([N:25]1[CH2:24][CH2:23][CH:22]([N:13]2[N:12]=[C:11]([C:5]3[CH:6]=[CH:7][C:8]([O:9][CH3:10])=[C:3]([O:2][CH3:1])[CH:4]=3)[C@@H:20]3[C@@H:15]([CH2:16][CH2:17][CH2:18][CH2:19]3)[C:14]2=[O:21])[CH2:27][CH2:26]1)=[O:46], predict the reactants needed to synthesize it. The reactants are: [CH3:1][O:2][C:3]1[CH:4]=[C:5]([C:11]2[C@@H:20]3[C@@H:15]([CH2:16][CH2:17][CH2:18][CH2:19]3)[C:14](=[O:21])[N:13]([CH:22]3[CH2:27][CH2:26][N:25]([C:28](=[O:46])[C@H:29]([NH:38]C(=O)OC(C)(C)C)[CH2:30][C:31]4[CH:36]=[CH:35][CH:34]=[C:33]([CH3:37])[CH:32]=4)[CH2:24][CH2:23]3)[N:12]=2)[CH:6]=[CH:7][C:8]=1[O:9][CH3:10].[ClH:47].C(OCC)C. (6) Given the product [N+:1]([C:4]1[CH:13]=[CH:12][C:11]([O:14][CH2:41][C:39]2[CH:38]=[CH:37][N:36]=[C:35]([NH2:34])[CH:40]=2)=[C:10]2[C:5]=1[CH:6]=[CH:7][CH:8]=[N:9]2)([O-:3])=[O:2], predict the reactants needed to synthesize it. The reactants are: [N+:1]([C:4]1[CH:13]=[CH:12][C:11]([OH:14])=[C:10]2[C:5]=1[CH:6]=[CH:7][CH:8]=[N:9]2)([O-:3])=[O:2].C1(P(C2C=CC=CC=2)C2C=CC=CC=2)C=CC=CC=1.[NH2:34][C:35]1[CH:40]=[C:39]([CH2:41]O)[CH:38]=[CH:37][N:36]=1.CC(OC(/N=N/C(OC(C)C)=O)=O)C. (7) Given the product [CH2:20]([N:2]1[CH2:7][CH2:6][CH:5]([CH2:8][CH2:9][CH2:10][CH2:11][OH:12])[CH2:4][CH2:3]1)[CH3:21], predict the reactants needed to synthesize it. The reactants are: Cl.[NH:2]1[CH2:7][CH2:6][CH:5]([CH2:8][CH2:9][CH2:10][CH2:11][OH:12])[CH2:4][CH2:3]1.C(=O)([O-])[O-].[K+].[K+].I[CH2:20][CH3:21]. (8) Given the product [NH2:9][C:5]1[CH:6]=[C:7]([CH3:8])[C:2]([F:1])=[C:3]([C@:12]2([CH2:23][F:24])[CH2:17][C@@H:16]([C:18]([F:21])([F:19])[F:20])[O:15][C:14]([NH2:22])=[N:13]2)[CH:4]=1, predict the reactants needed to synthesize it. The reactants are: [F:1][C:2]1[C:7]([CH3:8])=[CH:6][C:5]([N+:9]([O-])=O)=[CH:4][C:3]=1[C@:12]1([CH2:23][F:24])[CH2:17][C@@H:16]([C:18]([F:21])([F:20])[F:19])[O:15][C:14]([NH2:22])=[N:13]1.N#N.C(O)(=O)C. (9) Given the product [Cl:6][C:7]1[CH:8]=[C:9]([CH:24]=[CH:25][C:26]=1[Cl:27])[CH2:10][N:11]([CH3:23])[C:12]([C:13]1[CH2:1][N:2]([CH2:3][CH2:4][OH:5])[C:18](=[O:19])[C:14]=1[OH:15])=[O:22], predict the reactants needed to synthesize it. The reactants are: [CH2:1]=[N:2][CH2:3][CH2:4][OH:5].[Cl:6][C:7]1[CH:8]=[C:9]([CH:24]=[CH:25][C:26]=1[Cl:27])[CH2:10][N:11]([CH3:23])[C:12](=[O:22])[CH:13]=[C:14]1[C:18](=[O:19])OC(C)(C)[O:15]1. (10) Given the product [OH:31][C@:27]([C:24]1[N:23]=[C:22]([CH3:21])[O:26][N:25]=1)([CH3:28])[C:29]#[C:30][C:2]1[CH:3]=[CH:4][C:5]2[CH:18]3[CH2:19][CH:16]([CH2:17]3)[C:8]3[N:9]([CH3:15])[C:10]([C:12]([NH2:14])=[O:13])=[N:11][C:7]=3[C:6]=2[CH:20]=1, predict the reactants needed to synthesize it. The reactants are: I[C:2]1[CH:3]=[CH:4][C:5]2[CH:18]3[CH2:19][CH:16]([CH2:17]3)[C:8]3[N:9]([CH3:15])[C:10]([C:12]([NH2:14])=[O:13])=[N:11][C:7]=3[C:6]=2[CH:20]=1.[CH3:21][C:22]1[O:26][N:25]=[C:24]([C@:27]([OH:31])([C:29]#[CH:30])[CH3:28])[N:23]=1.